This data is from Forward reaction prediction with 1.9M reactions from USPTO patents (1976-2016). The task is: Predict the product of the given reaction. (1) Given the reactants CO.[I:3][C:4]1[C:5](=[O:35])[C@@H:6]2[O:10][C:9]([CH3:12])([CH3:11])[O:8][C@@H:7]2[C:13]=1[CH2:14][O:15][C:16]([C:29]1[CH:34]=[CH:33][CH:32]=[CH:31][CH:30]=1)([C:23]1[CH:28]=[CH:27][CH:26]=[CH:25][CH:24]=1)[C:17]1[CH:22]=[CH:21][CH:20]=[CH:19][CH:18]=1.[BH4-].[Na+], predict the reaction product. The product is: [I:3][C:4]1[C@H:5]([OH:35])[C@@H:6]2[O:10][C:9]([CH3:12])([CH3:11])[O:8][C@@H:7]2[C:13]=1[CH2:14][O:15][C:16]([C:23]1[CH:24]=[CH:25][CH:26]=[CH:27][CH:28]=1)([C:17]1[CH:18]=[CH:19][CH:20]=[CH:21][CH:22]=1)[C:29]1[CH:34]=[CH:33][CH:32]=[CH:31][CH:30]=1. (2) The product is: [C:23]([C:8]1[CH:7]=[CH:6][C:5]2[N:4]([CH2:3][CH2:2][OH:1])[C:16]3[C:11]([C:10]=2[CH:9]=1)=[CH:12][C:13]([C:10]([CH3:11])([CH3:5])[CH3:9])=[CH:14][CH:15]=3)([CH3:26])([CH3:25])[CH3:24]. Given the reactants [OH:1][CH2:2][CH2:3][N:4]1[C:16]2[CH:15]=[CH:14][CH:13]=[CH:12][C:11]=2[C:10]2[C:5]1=[CH:6][CH:7]=[CH:8][CH:9]=2.[Cl-].[Cl-].[Cl-].[Al+3].O.Cl[C:23]([CH3:26])([CH3:25])[CH3:24], predict the reaction product. (3) Given the reactants [Si]([O:8][CH:9]([C:22]1[O:23][C:24]([C:27]2[CH:32]=[C:31]([O:33][CH3:34])[N:30]=[C:29]([O:35][CH3:36])[N:28]=2)=[CH:25][N:26]=1)[CH2:10][CH2:11][CH2:12][CH2:13][CH2:14][CH2:15][C:16]1[CH:21]=[CH:20][CH:19]=[CH:18][CH:17]=1)(C(C)(C)C)(C)C.[Si](OC(C1OC([Sn](CCCC)(CCCC)CCCC)=CN=1)CCCCCCC1C=CC=CC=1)(C(C)(C)C)(C)C.ClC1N=C(OC)N=C(OC)C=1, predict the reaction product. The product is: [CH3:36][O:35][C:29]1[N:28]=[C:27]([C:24]2[O:23][C:22]([C:9](=[O:8])[CH2:10][CH2:11][CH2:12][CH2:13][CH2:14][CH2:15][C:16]3[CH:17]=[CH:18][CH:19]=[CH:20][CH:21]=3)=[N:26][CH:25]=2)[CH:32]=[C:31]([O:33][CH3:34])[N:30]=1.